This data is from Forward reaction prediction with 1.9M reactions from USPTO patents (1976-2016). The task is: Predict the product of the given reaction. (1) Given the reactants [C:1]([O:5][C:6](=[O:24])[NH:7][CH2:8][CH2:9][C:10]1[CH:15]=[CH:14][C:13]([O:16][C:17]2[CH:22]=[CH:21][C:20]([F:23])=[CH:19][CH:18]=2)=[CH:12][CH:11]=1)([CH3:4])([CH3:3])[CH3:2].[H-].[Na+].[CH3:27]I, predict the reaction product. The product is: [C:1]([O:5][C:6](=[O:24])[N:7]([CH2:8][CH2:9][C:10]1[CH:15]=[CH:14][C:13]([O:16][C:17]2[CH:22]=[CH:21][C:20]([F:23])=[CH:19][CH:18]=2)=[CH:12][CH:11]=1)[CH3:27])([CH3:4])([CH3:2])[CH3:3]. (2) Given the reactants [CH:1]1([C@H:4]([C:6]2[CH:11]=[CH:10][CH:9]=[C:8]([C@H:12]([CH3:15])[CH2:13][CH3:14])[C:7]=2[OH:16])[CH3:5])[CH2:3][CH2:2]1.[OH-].[Na+].Br[CH2:20][Cl:21], predict the reaction product. The product is: [Cl:21][CH2:20][O:16][C:7]1[C:8]([C@H:12]([CH3:15])[CH2:13][CH3:14])=[CH:9][CH:10]=[CH:11][C:6]=1[C@@H:4]([CH:1]1[CH2:3][CH2:2]1)[CH3:5]. (3) The product is: [C:26]([OH:25])(=[O:41])/[CH:29]=[CH:34]/[C:33]([OH:36])=[O:35].[F:1][C:2]1[C:7]([C:8]2[N:12]([S:13]([C:16]3[CH:17]=[N:18][CH:19]=[CH:20][CH:21]=3)(=[O:14])=[O:15])[CH:11]=[C:10]([CH2:22][NH:23][CH3:24])[CH:9]=2)=[CH:6][CH:5]=[C:4]([CH3:32])[N:3]=1. Given the reactants [F:1][C:2]1[C:7]([C:8]2[N:12]([S:13]([C:16]3[CH:17]=[N:18][CH:19]=[CH:20][CH:21]=3)(=[O:15])=[O:14])[CH:11]=[C:10]([CH2:22][N:23](C)[C:24](=O)[O:25][C:26]([CH3:29])(C)C)[CH:9]=2)=[CH:6][CH:5]=[C:4]([CH3:32])[N:3]=1.[C:33]([O:36]CC)(=[O:35])[CH3:34].Cl.C[OH:41], predict the reaction product. (4) Given the reactants [CH2:1]([O:8][CH2:9][C@H:10]([CH2:21][O:22]C(C1C=CC=CC=1)(C1C=CC=CC=1)C1C=CC=CC=1)[O:11][CH2:12][P:13]([CH:18]([CH3:20])[CH3:19])([CH:15]([CH3:17])[CH3:16])=[O:14])[C:2]1[CH:7]=[CH:6][CH:5]=[CH:4][CH:3]=1.O1CCOCC1.Cl, predict the reaction product. The product is: [CH2:1]([O:8][CH2:9][C@@H:10]([CH2:21][OH:22])[O:11][CH2:12][P:13]([CH:15]([CH3:17])[CH3:16])([CH:18]([CH3:19])[CH3:20])=[O:14])[C:2]1[CH:3]=[CH:4][CH:5]=[CH:6][CH:7]=1. (5) Given the reactants Cl.[OH:2][C:3]1[CH:4]=[C:5]([C:11]2[C:12]([CH3:24])([CH3:23])[C:13](=[O:22])[N:14]([CH:16]3[CH2:21][CH2:20][NH:19][CH2:18][CH2:17]3)[N:15]=2)[CH:6]=[CH:7][C:8]=1[O:9][CH3:10].[CH3:25][O:26][C:27]1[CH:35]=[CH:34][CH:33]=[C:32]([O:36][CH3:37])[C:28]=1[C:29](Cl)=[O:30], predict the reaction product. The product is: [CH3:37][O:36][C:32]1[CH:33]=[CH:34][CH:35]=[C:27]([O:26][CH3:25])[C:28]=1[C:29]([N:19]1[CH2:20][CH2:21][CH:16]([N:14]2[C:13](=[O:22])[C:12]([CH3:24])([CH3:23])[C:11]([C:5]3[CH:6]=[CH:7][C:8]([O:9][CH3:10])=[C:3]([OH:2])[CH:4]=3)=[N:15]2)[CH2:17][CH2:18]1)=[O:30]. (6) Given the reactants Br[C:2]1[C:3]([O:31][CH3:32])=[C:4]([C:16]2[CH:24]=[C:23]3[C:19]([C:20]([CH2:25][CH2:26][S:27]([NH2:30])(=[O:29])=[O:28])=[CH:21][CH2:22]3)=[CH:18][CH:17]=2)[CH:5]=[C:6]([N:8]2[CH:13]=[CH:12][C:11](=[O:14])[NH:10][C:9]2=[O:15])[CH:7]=1.[S:33]1[CH:37]=[CH:36][CH:35]=[C:34]1B(O)O, predict the reaction product. The product is: [O:15]=[C:9]1[NH:10][C:11](=[O:14])[CH:12]=[CH:13][N:8]1[C:6]1[CH:7]=[C:2]([C:34]2[S:33][CH:37]=[CH:36][CH:35]=2)[C:3]([O:31][CH3:32])=[C:4]([C:16]2[CH:24]=[C:23]3[C:19]([C:20]([CH2:25][CH2:26][S:27]([NH2:30])(=[O:29])=[O:28])=[CH:21][CH2:22]3)=[CH:18][CH:17]=2)[CH:5]=1. (7) Given the reactants [Br:1][C:2]1[CH:7]=[CH:6][C:5]([C:8]([C:10]2[CH:15]=[CH:14][C:13]([O:16]C)=[CH:12][CH:11]=2)=[O:9])=[CH:4][C:3]=1[CH3:18].[Al+3].[Cl-].[Cl-].[Cl-].O, predict the reaction product. The product is: [Br:1][C:2]1[CH:7]=[CH:6][C:5]([C:8]([C:10]2[CH:15]=[CH:14][C:13]([OH:16])=[CH:12][CH:11]=2)=[O:9])=[CH:4][C:3]=1[CH3:18]. (8) Given the reactants Cl[C:2]1[C:7]([C:8]#[N:9])=[CH:6][N:5]=[C:4]2[C:10]3[CH:16]=[CH:15][CH:14]=[CH:13][C:11]=3[S:12][C:3]=12.[O:17]([C:24]1[CH:30]=[CH:29][C:27]([NH2:28])=[CH:26][CH:25]=1)[C:18]1[CH:23]=[CH:22][CH:21]=[CH:20][CH:19]=1, predict the reaction product. The product is: [O:17]([C:24]1[CH:25]=[CH:26][C:27]([NH:28][C:2]2[C:7]([C:8]#[N:9])=[CH:6][N:5]=[C:4]3[C:10]4[CH:16]=[CH:15][CH:14]=[CH:13][C:11]=4[S:12][C:3]=23)=[CH:29][CH:30]=1)[C:18]1[CH:23]=[CH:22][CH:21]=[CH:20][CH:19]=1. (9) Given the reactants [H-].[Na+].[CH3:3][CH2:4][O:5][C:6]([CH2:8]P(OCC)(OCC)=O)=[O:7].[CH:17](=O)/[CH:18]=[CH:19]/[CH2:20][CH2:21][CH2:22][CH2:23][CH2:24][CH2:25][CH3:26].O, predict the reaction product. The product is: [C:6]([O:5][CH2:4][CH3:3])(=[O:7])/[CH:8]=[CH:17]/[CH:18]=[CH:19]/[CH2:20][CH2:21][CH2:22][CH2:23][CH2:24][CH2:25][CH3:26]. (10) Given the reactants N1C=CC([C:7]2[C:8](=[O:17])[NH:9][C:10]3[C:15]([CH:16]=2)=[CH:14][CH:13]=[CH:12][CH:11]=3)=CC=1.Cl.[H][H], predict the reaction product. The product is: [N:9]1([C:16]2[C:15]3[C:10](=[CH:11][CH:12]=[CH:13][CH:14]=3)[NH:9][C:8](=[O:17])[CH:7]=2)[CH2:10][CH2:15][CH2:16][CH2:7][CH2:8]1.